From a dataset of Reaction yield outcomes from USPTO patents with 853,638 reactions. Predict the reaction yield, written as a fraction of the theoretical maximum amount of product (1.0 means a 100% yield; for example, 0.34 means a 34% yield). (1) The product is [Cl:24][C:6]1[CH:7]=[C:8]([CH:22]=[CH:23][C:5]=1[O:4][C:3]1[CH:25]=[CH:26][CH:27]=[CH:28][C:2]=1[C:32]1[CH:33]=[CH:34][N:29]=[CH:30][CH:31]=1)[C:9]([NH:11][CH2:12][C:13]1[C:14]([OH:21])=[N:15][C:16]([CH3:20])=[CH:17][C:18]=1[CH3:19])=[O:10]. The yield is 0.320. The catalyst is C1C=CC([P]([Pd]([P](C2C=CC=CC=2)(C2C=CC=CC=2)C2C=CC=CC=2)([P](C2C=CC=CC=2)(C2C=CC=CC=2)C2C=CC=CC=2)[P](C2C=CC=CC=2)(C2C=CC=CC=2)C2C=CC=CC=2)(C2C=CC=CC=2)C2C=CC=CC=2)=CC=1.O. The reactants are Br[C:2]1[CH:28]=[CH:27][CH:26]=[CH:25][C:3]=1[O:4][C:5]1[CH:23]=[CH:22][C:8]([C:9]([NH:11][CH2:12][C:13]2[C:14]([OH:21])=[N:15][C:16]([CH3:20])=[CH:17][C:18]=2[CH3:19])=[O:10])=[CH:7][C:6]=1[Cl:24].[N:29]1[CH:34]=[CH:33][C:32](B(O)O)=[CH:31][CH:30]=1.C(=O)([O-])[O-].[Na+].[Na+].O1CCOCC1. (2) The reactants are [OH:1][C:2]1[CH:7]=[CH:6][CH:5]=[CH:4][C:3]=1[C:8](=[O:17])[CH2:9][C:10]([O:12][C:13]([CH3:16])([CH3:15])[CH3:14])=[O:11].[CH:18]1[C:27]2[C:22](=[CH:23][CH:24]=[CH:25][CH:26]=2)[CH:21]=[CH:20][C:19]=1[CH:28]=O.C([O-])(=O)C.[NH2+]1CCCCC1.S([O-])([O-])(=O)=O.[Na+].[Na+]. The catalyst is C1(C)C=CC=CC=1. The product is [OH:1][C:2]1[CH:7]=[CH:6][CH:5]=[CH:4][C:3]=1[C:8](/[C:9](=[CH:28]\[C:19]1[CH:20]=[CH:21][C:22]2[C:27](=[CH:26][CH:25]=[CH:24][CH:23]=2)[CH:18]=1)/[C:10]([O:12][C:13]([CH3:14])([CH3:16])[CH3:15])=[O:11])=[O:17]. The yield is 0.580.